This data is from Forward reaction prediction with 1.9M reactions from USPTO patents (1976-2016). The task is: Predict the product of the given reaction. (1) Given the reactants [CH3:1][O:2][C:3]1[CH:4]=[CH:5][C:6]2[N:11]=[N:10][C:9](=[O:12])[N:8]([CH2:13][CH:14]=O)[C:7]=2[CH:16]=1.[NH:17]1[CH2:22][CH2:21][CH:20]([NH:23][C:24](=[O:30])[O:25][C:26]([CH3:29])([CH3:28])[CH3:27])[CH2:19][CH2:18]1.[BH-](OC(C)=O)(OC(C)=O)OC(C)=O.[Na+].C([O-])(O)=O.[Na+], predict the reaction product. The product is: [CH3:1][O:2][C:3]1[CH:4]=[CH:5][C:6]2[N:11]=[N:10][C:9](=[O:12])[N:8]([CH2:13][CH2:14][N:17]3[CH2:18][CH2:19][CH:20]([NH:23][C:24](=[O:30])[O:25][C:26]([CH3:28])([CH3:27])[CH3:29])[CH2:21][CH2:22]3)[C:7]=2[CH:16]=1. (2) Given the reactants [Cl:1][C:2]1[CH:7]=[CH:6][C:5]([CH:8]([C:29]2[CH:38]=[CH:37][C:36]3[C:31](=[CH:32][CH:33]=[C:34]([O:39][CH3:40])[CH:35]=3)[CH:30]=2)[C@@H:9]([C:13]2[CH:28]=[CH:27][C:16]([C:17]([NH:19][CH2:20][CH2:21][C:22]([O:24]CC)=[O:23])=[O:18])=[CH:15][CH:14]=2)[CH2:10][CH2:11][CH3:12])=[CH:4][CH:3]=1.[Li+].[OH-].Cl, predict the reaction product. The product is: [Cl:1][C:2]1[CH:7]=[CH:6][C:5]([CH:8]([C:29]2[CH:38]=[CH:37][C:36]3[C:31](=[CH:32][CH:33]=[C:34]([O:39][CH3:40])[CH:35]=3)[CH:30]=2)[C@@H:9]([C:13]2[CH:14]=[CH:15][C:16]([C:17]([NH:19][CH2:20][CH2:21][C:22]([OH:24])=[O:23])=[O:18])=[CH:27][CH:28]=2)[CH2:10][CH2:11][CH3:12])=[CH:4][CH:3]=1. (3) Given the reactants [Cl:1][C:2]1[C:3]([C:9]([OH:11])=O)=[N:4][N:5]([CH2:7][CH3:8])[CH:6]=1.S(Cl)(Cl)=O.[NH2:16][C:17]1[CH:18]=[C:19]([CH:32]=[CH:33][CH:34]=1)[C:20]([C:22]1[CH:30]=[C:29]2[C:25]([CH2:26][C:27](=[O:31])[NH:28]2)=[CH:24][CH:23]=1)=[O:21], predict the reaction product. The product is: [O:31]=[C:27]1[CH2:26][C:25]2[C:29](=[CH:30][C:22]([C:20]([C:19]3[CH:18]=[C:17]([NH:16][C:9]([C:3]4[C:2]([Cl:1])=[CH:6][N:5]([CH2:7][CH3:8])[N:4]=4)=[O:11])[CH:34]=[CH:33][CH:32]=3)=[O:21])=[CH:23][CH:24]=2)[NH:28]1. (4) Given the reactants [NH2:1][C:2]1[CH:3]=[C:4]([C:8]#[CH:9])[CH:5]=[CH:6][CH:7]=1.C(N(C(C)C)CC)(C)C.[O:19]=[C:20]1[N:24]([C:25]2[CH:30]=[CH:29][CH:28]=[CH:27][CH:26]=2)[CH2:23][CH2:22][N:21]1[C:31](Cl)=[O:32], predict the reaction product. The product is: [C:8]([C:4]1[CH:3]=[C:2]([NH:1][C:31]([N:21]2[CH2:22][CH2:23][N:24]([C:25]3[CH:30]=[CH:29][CH:28]=[CH:27][CH:26]=3)[C:20]2=[O:19])=[O:32])[CH:7]=[CH:6][CH:5]=1)#[CH:9]. (5) Given the reactants [C:1]([O:5][C:6](=[O:30])[NH:7][C:8]1([C:20](=[O:29])[NH:21][C:22]2[CH:27]=[CH:26][C:25](Br)=[CH:24][CH:23]=2)[CH2:13][O:12][CH:11]([C:14]2[CH:19]=[CH:18][CH:17]=[CH:16][CH:15]=2)[O:10][CH2:9]1)([CH3:4])([CH3:3])[CH3:2].[C:31]([NH:35][S:36]([C:39]1[CH:44]=[CH:43][CH:42]=[CH:41][C:40]=1B(O)O)(=[O:38])=[O:37])([CH3:34])([CH3:33])[CH3:32].C(=O)([O-])[O-].[Na+].[Na+].O, predict the reaction product. The product is: [C:1]([O:5][C:6](=[O:30])[NH:7][C:8]1([C:20](=[O:29])[NH:21][C:22]2[CH:27]=[CH:26][C:25]([C:40]3[CH:41]=[CH:42][CH:43]=[CH:44][C:39]=3[S:36](=[O:38])(=[O:37])[NH:35][C:31]([CH3:32])([CH3:34])[CH3:33])=[CH:24][CH:23]=2)[CH2:13][O:12][CH:11]([C:14]2[CH:19]=[CH:18][CH:17]=[CH:16][CH:15]=2)[O:10][CH2:9]1)([CH3:4])([CH3:3])[CH3:2]. (6) Given the reactants Cl.[CH3:2][S:3]([C:6]1[CH:11]=[CH:10][C:9]([C:12]2[CH:13]=[CH:14][C:15]([O:18][CH2:19][CH:20]3[CH2:25][CH2:24][NH:23][CH2:22][CH2:21]3)=[N:16][CH:17]=2)=[CH:8][CH:7]=1)(=[O:5])=[O:4].[CH3:26][C:27]1([O:30][CH2:29]1)[CH3:28].C([O-])([O-])=O.[K+].[K+], predict the reaction product. The product is: [CH3:26][C:27]([OH:30])([CH3:29])[CH2:28][N:23]1[CH2:24][CH2:25][CH:20]([CH2:19][O:18][C:15]2[CH:14]=[CH:13][C:12]([C:9]3[CH:10]=[CH:11][C:6]([S:3]([CH3:2])(=[O:4])=[O:5])=[CH:7][CH:8]=3)=[CH:17][N:16]=2)[CH2:21][CH2:22]1.